Dataset: Catalyst prediction with 721,799 reactions and 888 catalyst types from USPTO. Task: Predict which catalyst facilitates the given reaction. (1) Reactant: [N:1]([C:4]1[CH:9]=[C:8]([C:10]([O:12]C)=[O:11])[CH:7]=[CH:6][C:5]=1[C:14]([O:16]C)=O)=[C:2]=[S:3].[NH2:18][C:19]1[CH:24]=[CH:23][CH:22]=[CH:21][N:20]=1.[OH-].[Na+].Cl. Product: [O:16]=[C:14]1[C:5]2[C:4](=[CH:9][C:8]([C:10]([OH:12])=[O:11])=[CH:7][CH:6]=2)[NH:1][C:2](=[S:3])[N:18]1[C:19]1[CH:24]=[CH:23][CH:22]=[CH:21][N:20]=1. The catalyst class is: 18. (2) Reactant: [F:1][C:2]1[CH:3]=[C:4]([C:10]#[C:11][CH2:12][CH2:13][N:14]2C(=O)C3C(=CC=CC=3)C2=O)[C:5]([O:8][CH3:9])=[N:6][CH:7]=1.NN. Product: [F:1][C:2]1[CH:3]=[C:4]([C:10]#[C:11][CH2:12][CH2:13][NH2:14])[C:5]([O:8][CH3:9])=[N:6][CH:7]=1. The catalyst class is: 100. (3) Reactant: C[O:2][C:3](=[O:29])[CH:4]([C:6]1[CH:11]=[CH:10][C:9]([C:12]#[C:13][C:14]2[CH:15]=[C:16]3[C:21](=[C:22]([OH:24])[CH:23]=2)[O:20][C:19]([CH3:26])([CH3:25])[CH2:18][C:17]3([CH3:28])[CH3:27])=[CH:8][CH:7]=1)[CH3:5].[OH-].[K+]. The catalyst class is: 111. Product: [OH:24][C:22]1[CH:23]=[C:14]([C:13]#[C:12][C:9]2[CH:10]=[CH:11][C:6]([CH:4]([CH3:5])[C:3]([OH:29])=[O:2])=[CH:7][CH:8]=2)[CH:15]=[C:16]2[C:21]=1[O:20][C:19]([CH3:26])([CH3:25])[CH2:18][C:17]2([CH3:27])[CH3:28].